Regression. Given two drug SMILES strings and cell line genomic features, predict the synergy score measuring deviation from expected non-interaction effect. From a dataset of NCI-60 drug combinations with 297,098 pairs across 59 cell lines. Drug 1: C1CC(=O)NC(=O)C1N2C(=O)C3=CC=CC=C3C2=O. Drug 2: C(CCl)NC(=O)N(CCCl)N=O. Cell line: MALME-3M. Synergy scores: CSS=5.29, Synergy_ZIP=-1.66, Synergy_Bliss=-3.94, Synergy_Loewe=0.0670, Synergy_HSA=-4.28.